From a dataset of Catalyst prediction with 721,799 reactions and 888 catalyst types from USPTO. Predict which catalyst facilitates the given reaction. Reactant: [OH:1][CH:2]1[CH:9]2[CH2:10][C:5]3([C:12]([NH:14][C@H:15]4[CH2:20][CH2:19][CH2:18][NH:17][CH2:16]4)=[O:13])[CH2:6][CH:7]([CH2:11][CH:3]1[CH2:4]3)[CH2:8]2.[N:21]1([C:26](Cl)=[O:27])[CH2:25][CH2:24][CH2:23][CH2:22]1.C(N(CC)C(C)C)(C)C.C(#N)C.C(O)(C(F)(F)F)=O. Product: [OH:1][CH:2]1[CH:9]2[CH2:10][C:5]3([C:12]([NH:14][C@H:15]4[CH2:20][CH2:19][CH2:18][N:17]([C:26]([N:21]5[CH2:25][CH2:24][CH2:23][CH2:22]5)=[O:27])[CH2:16]4)=[O:13])[CH2:6][CH:7]([CH2:11][CH:3]1[CH2:4]3)[CH2:8]2. The catalyst class is: 5.